Dataset: Reaction yield outcomes from USPTO patents with 853,638 reactions. Task: Predict the reaction yield, written as a fraction of the theoretical maximum amount of product (1.0 means a 100% yield; for example, 0.34 means a 34% yield). (1) The reactants are [Cl:1][C:2]1[N:7]=[C:6](N2CCOCC2)[N:5]=[C:4]([NH:14][C:15]2[CH:20]=[CH:19][C:18]([O:21][C:22]([F:25])([F:24])[F:23])=[CH:17][CH:16]=2)[CH:3]=1.[C:26]([C:29]1[CH:30]=[C:31](B(O)O)[CH:32]=[CH:33][CH:34]=1)(=[O:28])[CH3:27].C([O-])([O-])=O.[Na+].[Na+]. The catalyst is CN(C=O)C.O. The product is [Cl:1][C:2]1[CH:3]=[C:4]([NH:14][C:15]2[CH:16]=[CH:17][C:18]([O:21][C:22]([F:23])([F:24])[F:25])=[CH:19][CH:20]=2)[N:5]=[C:6]([C:33]2[CH:34]=[C:29]([C:26](=[O:28])[CH3:27])[CH:30]=[CH:31][CH:32]=2)[N:7]=1. The yield is 0.200. (2) The reactants are CN(C(ON1N=NC2C=CC=NC1=2)=[N+](C)C)C.F[P-](F)(F)(F)(F)F.[I:25][C:26]1[NH:30][C:29]([C@@H:31]2[CH2:36][C@@H:35]3[C@@H:33]([CH2:34]3)[NH:32]2)=[N:28][CH:27]=1.[CH3:37][O:38][C:39]([NH:41][C@@H:42]([CH:46]1[CH2:51][CH2:50][O:49][CH2:48][CH2:47]1)[C:43](O)=[O:44])=[O:40].CCN(C(C)C)C(C)C. The catalyst is CN(C=O)C.CO.O.CO.C(Cl)Cl. The product is [I:25][C:26]1[NH:30][C:29]([C@@H:31]2[CH2:36][C@@H:35]3[C@@H:33]([CH2:34]3)[N:32]2[C:43](=[O:44])[C@@H:42]([NH:41][C:39](=[O:40])[O:38][CH3:37])[CH:46]2[CH2:51][CH2:50][O:49][CH2:48][CH2:47]2)=[N:28][CH:27]=1. The yield is 0.421.